Dataset: Reaction yield outcomes from USPTO patents with 853,638 reactions. Task: Predict the reaction yield, written as a fraction of the theoretical maximum amount of product (1.0 means a 100% yield; for example, 0.34 means a 34% yield). (1) The reactants are [F:1][C:2]1[CH:36]=[C:35]([NH:37][C:38]([NH:40][C:41](=[O:49])[CH2:42][C:43]2[CH:48]=[CH:47][CH:46]=[CH:45][CH:44]=2)=[S:39])[CH:34]=[CH:33][C:3]=1[O:4][C:5]1[CH:10]=[CH:9][N:8]=[C:7]2[CH:11]=[C:12]([C:14]3[N:15]([CH3:32])[C:16]([CH2:19][N:20]([CH2:28][CH2:29][O:30][CH3:31])C(=O)OC(C)(C)C)=[CH:17][N:18]=3)[S:13][C:6]=12.C(O)(C(F)(F)F)=O. The catalyst is C1(C)C=CC=CC=1. The product is [F:1][C:2]1[CH:36]=[C:35]([NH:37][C:38]([NH:40][C:41](=[O:49])[CH2:42][C:43]2[CH:44]=[CH:45][CH:46]=[CH:47][CH:48]=2)=[S:39])[CH:34]=[CH:33][C:3]=1[O:4][C:5]1[CH:10]=[CH:9][N:8]=[C:7]2[CH:11]=[C:12]([C:14]3[N:15]([CH3:32])[C:16]([CH2:19][NH:20][CH2:28][CH2:29][O:30][CH3:31])=[CH:17][N:18]=3)[S:13][C:6]=12. The yield is 0.650. (2) The reactants are [C:1]1([S:7]([C:10]2[CH:11]=[CH:12][CH:13]=[C:14]3[C:18]=2[NH:17][C:16]([C:19](O)=[O:20])=[CH:15]3)(=[O:9])=[O:8])[CH:6]=[CH:5][CH:4]=[CH:3][CH:2]=1.C(Cl)(=O)C(Cl)=O.CN(C=O)C.[NH2:33][C:34]1[CH:41]=[CH:40][C:39]([I:42])=[CH:38][C:35]=1[C:36]#[N:37]. The catalyst is C(Cl)Cl.N1C=CC=CC=1.C(O)C. The product is [C:36]([C:35]1[CH:38]=[C:39]([I:42])[CH:40]=[CH:41][C:34]=1[NH:33][C:19]([C:16]1[NH:17][C:18]2[C:14]([CH:15]=1)=[CH:13][CH:12]=[CH:11][C:10]=2[S:7]([C:1]1[CH:6]=[CH:5][CH:4]=[CH:3][CH:2]=1)(=[O:9])=[O:8])=[O:20])#[N:37]. The yield is 0.650.